From a dataset of Forward reaction prediction with 1.9M reactions from USPTO patents (1976-2016). Predict the product of the given reaction. (1) Given the reactants Cl[C:2]1[C:3]2[CH:10]=[CH:9][NH:8][C:4]=2[N:5]=[CH:6][N:7]=1.[NH:11]1[C:15]2=[N:16][CH:17]=[C:18]([NH2:20])[CH:19]=[C:14]2[CH:13]=[N:12]1.Cl, predict the reaction product. The product is: [N:5]1[C:4]2[NH:8][CH:9]=[CH:10][C:3]=2[C:2]([NH:20][C:18]2[CH:19]=[C:14]3[CH:13]=[N:12][NH:11][C:15]3=[N:16][CH:17]=2)=[N:7][CH:6]=1. (2) Given the reactants [F:1][C:2]([F:15])([F:14])[C:3]1[CH:4]=[C:5]([CH:7]=[C:8]([C:10]([F:13])([F:12])[F:11])[CH:9]=1)[NH2:6].[Cl:16]N1C(=O)CCC1=O.O, predict the reaction product. The product is: [Cl:16][C:9]1[C:3]([C:2]([F:14])([F:15])[F:1])=[CH:4][C:5]([NH2:6])=[CH:7][C:8]=1[C:10]([F:11])([F:12])[F:13]. (3) Given the reactants Br[CH2:2][C:3]([C:5]1[CH:10]=[C:9]([Cl:11])[CH:8]=[CH:7][C:6]=1[O:12][CH3:13])=O.[N:14]1([C:19]2[CH:20]=[C:21]([NH:25][C:26]([NH2:28])=[S:27])[CH:22]=[CH:23][CH:24]=2)[CH:18]=[CH:17][N:16]=[CH:15]1.C(OCC)(=O)C.C(=O)([O-])[O-].[K+].[K+], predict the reaction product. The product is: [Cl:11][C:9]1[CH:8]=[CH:7][C:6]([O:12][CH3:13])=[C:5]([C:3]2[N:28]=[C:26]([NH:25][C:21]3[CH:22]=[CH:23][CH:24]=[C:19]([N:14]4[CH:18]=[CH:17][N:16]=[CH:15]4)[CH:20]=3)[S:27][CH:2]=2)[CH:10]=1. (4) Given the reactants C(OC(=O)[NH:7][C:8]1[CH:13]=[C:12]([N:14]([CH2:16][CH:17]([CH3:19])[CH3:18])[CH3:15])[C:11]([Cl:20])=[CH:10][C:9]=1[NH:21][C:22](=[O:45])[CH2:23][C:24](=O)[C:25]1[CH:30]=[CH:29][CH:28]=[C:27]([N:31]2[C:35]([CH2:36][O:37]C3CCCCO3)=[N:34][CH:33]=[N:32]2)[CH:26]=1)(C)(C)C.C(O)(C(F)(F)F)=O, predict the reaction product. The product is: [Cl:20][C:11]1[C:12]([N:14]([CH2:16][CH:17]([CH3:19])[CH3:18])[CH3:15])=[CH:13][C:8]2[N:7]=[C:24]([C:25]3[CH:30]=[CH:29][CH:28]=[C:27]([N:31]4[C:35]([CH2:36][OH:37])=[N:34][CH:33]=[N:32]4)[CH:26]=3)[CH2:23][C:22](=[O:45])[NH:21][C:9]=2[CH:10]=1. (5) Given the reactants [C:1]([O:5][C:6]([N:8]1[CH2:13][CH2:12][N:11]([C:14]2[CH:19]=[CH:18][C:17]([N:20]3[CH2:25][CH2:24][CH:23]([O:26][CH3:27])[CH2:22][CH2:21]3)=[CH:16][C:15]=2[C:28]2[CH2:33][CH2:32][C:31]3([CH2:38][CH2:37][CH2:36][CH2:35][CH2:34]3)[CH2:30][CH:29]=2)[CH2:10][CH2:9]1)=[O:7])([CH3:4])([CH3:3])[CH3:2].CO.C(OCC)(=O)C, predict the reaction product. The product is: [C:1]([O:5][C:6]([N:8]1[CH2:9][CH2:10][N:11]([C:14]2[CH:19]=[CH:18][C:17]([N:20]3[CH2:25][CH2:24][CH:23]([O:26][CH3:27])[CH2:22][CH2:21]3)=[CH:16][C:15]=2[CH:28]2[CH2:29][CH2:30][C:31]3([CH2:34][CH2:35][CH2:36][CH2:37][CH2:38]3)[CH2:32][CH2:33]2)[CH2:12][CH2:13]1)=[O:7])([CH3:4])([CH3:2])[CH3:3].